This data is from Full USPTO retrosynthesis dataset with 1.9M reactions from patents (1976-2016). The task is: Predict the reactants needed to synthesize the given product. (1) Given the product [CH2:1]([NH:8][C:9]1[N:17]=[C:16]([NH:31][C@H:32]([CH2:39][CH3:40])[CH:33]([OH:38])[C:34]([CH3:37])([CH3:36])[CH3:35])[N:15]=[C:14]2[C:10]=1[N:11]=[CH:12][N:13]2[CH:19]([CH3:21])[CH3:20])[C:2]1[CH:7]=[CH:6][CH:5]=[CH:4][CH:3]=1, predict the reactants needed to synthesize it. The reactants are: [CH2:1]([NH:8][C:9]1[N:17]=[C:16](F)[N:15]=[C:14]2[C:10]=1[N:11]=[CH:12][N:13]2[CH:19]([CH3:21])[CH3:20])[C:2]1[CH:7]=[CH:6][CH:5]=[CH:4][CH:3]=1.CCN(C(C)C)C(C)C.[NH2:31][C@H:32]([CH2:39][CH3:40])[CH:33]([OH:38])[C:34]([CH3:37])([CH3:36])[CH3:35]. (2) The reactants are: [NH2:1][C:2]1[C:3]([CH3:13])=[C:4]([CH:9]=[C:10]([Br:12])[CH:11]=1)[C:5]([O:7][CH3:8])=[O:6].[O:14]1[CH2:19][CH2:18][C:17](=O)[CH2:16][CH2:15]1.C(O)(=O)C.C(O[BH-](OC(=O)C)OC(=O)C)(=O)C.[Na+]. Given the product [Br:12][C:10]1[CH:11]=[C:2]([NH:1][CH:17]2[CH2:18][CH2:19][O:14][CH2:15][CH2:16]2)[C:3]([CH3:13])=[C:4]([CH:9]=1)[C:5]([O:7][CH3:8])=[O:6], predict the reactants needed to synthesize it. (3) The reactants are: Cl[C:2]1[N:7]=[N:6][C:5]([C:8]2[N:15]3[C:11]([O:12][CH:13]=[CH:14]3)=[N:10][C:9]=2[C:16]2[CH:21]=[C:20]([F:22])[C:19]([F:23])=[CH:18][C:17]=2[F:24])=[CH:4][CH:3]=1.C(O)CCC.O.[NH2:31][NH2:32]. Given the product [NH:31]([C:2]1[N:7]=[N:6][C:5]([C:8]2[N:15]3[C:11]([O:12][CH:13]=[CH:14]3)=[N:10][C:9]=2[C:16]2[CH:21]=[C:20]([F:22])[C:19]([F:23])=[CH:18][C:17]=2[F:24])=[CH:4][CH:3]=1)[NH2:32], predict the reactants needed to synthesize it. (4) The reactants are: [Cl:1][C:2]1[C:3]([OH:12])=[CH:4][C:5]([OH:11])=[C:6]([CH:10]=1)[C:7]([OH:9])=O.Cl.CN(C)CCCN=C=NCC.C1C=CC2N(O)N=NC=2C=1.Cl.Cl.[CH3:37][N:38]1[CH2:43][CH2:42][N:41]([C:44]2[CH:45]=[C:46]3[C:50](=[CH:51][CH:52]=2)[CH2:49][NH:48][CH2:47]3)[CH2:40][CH2:39]1.C(N(CC)CC)C. Given the product [Cl:1][C:2]1[C:3]([OH:12])=[CH:4][C:5]([OH:11])=[C:6]([C:7]([N:48]2[CH2:47][C:46]3[C:50](=[CH:51][CH:52]=[C:44]([N:41]4[CH2:40][CH2:39][N:38]([CH3:37])[CH2:43][CH2:42]4)[CH:45]=3)[CH2:49]2)=[O:9])[CH:10]=1, predict the reactants needed to synthesize it. (5) Given the product [N:19]1([C:24]2[CH:30]=[CH:29][C:27]([NH:13][C:12]3[C:11]4[C:10](=[CH:9][CH:8]=[C:6]5[N:7]=[C:3]([C:1]#[N:2])[S:4][C:5]5=4)[N:14]=[CH:15][N:16]=3)=[CH:26][CH:25]=2)[CH2:23][CH2:22][CH2:21][CH2:20]1, predict the reactants needed to synthesize it. The reactants are: [C:1]([C:3]1[S:4][C:5]2[C:11]([C:12]#[N:13])=[C:10](/[N:14]=[CH:15]/[N:16](C)C)[CH:9]=[CH:8][C:6]=2[N:7]=1)#[N:2].[N:19]1([C:24]2[CH:30]=[CH:29][C:27](N)=[CH:26][CH:25]=2)[CH2:23][CH2:22][CH2:21][CH2:20]1.[K+].[Br-]. (6) The reactants are: [Cl:1][C:2]1[CH:10]=[CH:9][CH:8]=[C:7]2[C:3]=1[C:4]([C:11]([NH:13][CH2:14][C:15]1([OH:23])[CH2:20][CH2:19][CH2:18][C:17]([F:22])([F:21])[CH2:16]1)=[O:12])=[CH:5][NH:6]2.[N:24]1([CH2:29][CH2:30]O)[CH2:28][CH2:27][CH2:26][CH2:25]1.C(P(=CC#N)(CCCC)CCCC)CCC. Given the product [Cl:1][C:2]1[CH:10]=[CH:9][CH:8]=[C:7]2[C:3]=1[C:4]([C:11]([NH:13][CH2:14][C:15]1([OH:23])[CH2:20][CH2:19][CH2:18][C:17]([F:22])([F:21])[CH2:16]1)=[O:12])=[CH:5][N:6]2[CH2:30][CH2:29][N:24]1[CH2:28][CH2:27][CH2:26][CH2:25]1, predict the reactants needed to synthesize it. (7) Given the product [F:1][C:2]1[CH:3]=[C:4]2[C:8](=[CH:9][CH:10]=1)[N:7]([NH2:17])[CH:6]=[CH:5]2, predict the reactants needed to synthesize it. The reactants are: [F:1][C:2]1[CH:3]=[C:4]2[C:8](=[CH:9][CH:10]=1)[NH:7][CH:6]=[CH:5]2.CC(C)([O-])C.[K+].[NH2:17]Cl. (8) Given the product [OH:26][CH2:27][CH2:28][C:29]1[CH:34]=[CH:33][CH:32]=[CH:31][C:30]=1[C:35]1[N:39]=[C:38]([C@@H:40]2[CH2:44][CH2:43][CH2:42][N:41]2[C:45]([C:47]2[CH:52]=[C:51]([CH3:53])[CH:50]=[CH:49][C:48]=2[N:54]2[N:58]=[CH:57][CH:56]=[N:55]2)=[O:46])[O:37][N:36]=1, predict the reactants needed to synthesize it. The reactants are: [F-].C([N+](CCCC)(CCCC)CCCC)CCC.[Si]([O:26][CH2:27][CH2:28][C:29]1[CH:34]=[CH:33][CH:32]=[CH:31][C:30]=1[C:35]1[N:39]=[C:38]([C@@H:40]2[CH2:44][CH2:43][CH2:42][N:41]2[C:45]([C:47]2[CH:52]=[C:51]([CH3:53])[CH:50]=[CH:49][C:48]=2[N:54]2[N:58]=[CH:57][CH:56]=[N:55]2)=[O:46])[O:37][N:36]=1)(C(C)(C)C)(C)C. (9) Given the product [CH2:1]([C:8]1[CH:9]=[N:10][N:11]2[C:16](=[O:26])[NH:15][C:14]([CH3:25])=[N:13][C:12]=12)[C:2]1[CH:7]=[CH:6][CH:5]=[CH:4][CH:3]=1, predict the reactants needed to synthesize it. The reactants are: [CH2:1]([C:8]1[CH:9]=[N:10][N:11]2[C:16](N(C)C3C=CC=CC=3)=[N:15][C:14]([CH3:25])=[N:13][C:12]=12)[C:2]1[CH:7]=[CH:6][CH:5]=[CH:4][CH:3]=1.[OH-:26].[Na+].